Dataset: PAMPA (Parallel Artificial Membrane Permeability Assay) permeability data from NCATS. Task: Regression/Classification. Given a drug SMILES string, predict its absorption, distribution, metabolism, or excretion properties. Task type varies by dataset: regression for continuous measurements (e.g., permeability, clearance, half-life) or binary classification for categorical outcomes (e.g., BBB penetration, CYP inhibition). Dataset: pampa_ncats. (1) The molecule is CN1C=C2CCN(CC3=C2C1=CC=C3)C(=O)C4=CC(=C(C=C4)F)Cl. The result is 1 (high permeability). (2) The compound is CCN(CC1=CC=CC=C1)CC2=C(C(NC(=O)N2)C3=CC=C(C=C3)OC(C)C)C(=O)OCC. The result is 1 (high permeability). (3) The compound is COC1=C2C(=C(C=C1)O)C(=O)C3=C(C=C4C(=C3O2)C5C=COC5O4)OC. The result is 1 (high permeability). (4) The drug is C1=CC=C2C(=C1)C(=NC(=N2)C3=CC=NC=C3)NC4=CC(=CC=C4)Cl. The result is 1 (high permeability). (5) The molecule is CC(C#CC1=CC2=C(CCN2C3=NC(=NC=C3Cl)N)C=C1)(C4=NC=CS4)O. The result is 1 (high permeability). (6) The drug is CC1=CSC2=NC(=CN12)C3=CC(=CC=C3)NC(=O)C4=CC=CC=C4Cl. The result is 1 (high permeability).